This data is from Reaction yield outcomes from USPTO patents with 853,638 reactions. The task is: Predict the reaction yield, written as a fraction of the theoretical maximum amount of product (1.0 means a 100% yield; for example, 0.34 means a 34% yield). The reactants are [CH:1]1([NH2:8])[CH2:6][CH2:5][CH2:4][CH:3]([NH2:7])[CH2:2]1.[C:9](O[C:9]([O:11][C:12]([CH3:15])([CH3:14])[CH3:13])=[O:10])([O:11][C:12]([CH3:15])([CH3:14])[CH3:13])=[O:10]. The catalyst is C(Cl)(Cl)Cl. The product is [C:12]([O:11][C:9]([NH:7][CH:3]1[CH2:4][CH2:5][CH2:6][CH:1]([NH2:8])[CH2:2]1)=[O:10])([CH3:15])([CH3:14])[CH3:13]. The yield is 0.350.